The task is: Predict which catalyst facilitates the given reaction.. This data is from Catalyst prediction with 721,799 reactions and 888 catalyst types from USPTO. (1) Reactant: [CH2:1]([N:3]([CH:27]1[CH2:32][CH2:31][O:30][CH2:29][CH2:28]1)[C:4]1[C:5]([CH3:26])=[C:6]([CH:11]=[C:12]([C:14]2[CH:15]=[N:16][C:17]([O:20][CH:21]3[CH2:24][N:23]([CH3:25])[CH2:22]3)=[CH:18][CH:19]=2)[CH:13]=1)[C:7]([O:9]C)=[O:8])[CH3:2].[OH-].[Na+:34]. Product: [Na+:34].[CH2:1]([N:3]([CH:27]1[CH2:32][CH2:31][O:30][CH2:29][CH2:28]1)[C:4]1[C:5]([CH3:26])=[C:6]([CH:11]=[C:12]([C:14]2[CH:15]=[N:16][C:17]([O:20][CH:21]3[CH2:22][N:23]([CH3:25])[CH2:24]3)=[CH:18][CH:19]=2)[CH:13]=1)[C:7]([O-:9])=[O:8])[CH3:2]. The catalyst class is: 5. (2) Reactant: [F:1][C:2]1[CH:7]=[C:6]([F:8])[CH:5]=[CH:4][C:3]=1[C:9]1[C:13]([C:14]2[CH:15]=[CH:16][C:17]3[N:18]([C:20]([CH:23]([CH3:25])[CH3:24])=[N:21][N:22]=3)[N:19]=2)=[CH:12][NH:11][N:10]=1.S(=O)(=O)(O)O. Product: [C:3]([N:11]1[CH:12]=[C:13]([C:14]2[CH:15]=[CH:16][C:17]3[N:18]([C:20]([CH:23]([CH3:25])[CH3:24])=[N:21][N:22]=3)[N:19]=2)[C:9]([C:3]2[CH:4]=[CH:5][C:6]([F:8])=[CH:7][C:2]=2[F:1])=[N:10]1)([CH3:9])([CH3:4])[CH3:2]. The catalyst class is: 218. (3) Reactant: [O-]P([O-])([O-])=O.[K+].[K+].[K+].CN(C)[C@@H]1CCCC[C@H]1N.[CH3:19][C:20]1([CH3:36])[CH2:25][NH:24][C:23](=[O:26])[C@@H:22]([C@@H:27]([OH:35])[C:28]([O:30][C:31]([CH3:34])([CH3:33])[CH3:32])=[O:29])[O:21]1.[Cl:37][C:38]1[N:39]=[N:40][CH:41]=[C:42]([N:44]2[CH:48]=[CH:47][C:46](I)=[N:45]2)[CH:43]=1. Product: [Cl:37][C:38]1[N:39]=[N:40][CH:41]=[C:42]([N:44]2[CH:48]=[CH:47][C:46]([N:24]3[CH2:25][C:20]([CH3:36])([CH3:19])[O:21][C@H:22]([C@@H:27]([OH:35])[C:28]([O:30][C:31]([CH3:34])([CH3:33])[CH3:32])=[O:29])[C:23]3=[O:26])=[N:45]2)[CH:43]=1. The catalyst class is: 185. (4) Reactant: NC1C=C(/C=C/C([O-])=O)C=CC=1/C=C/[C:15]([O:17][C:18]([CH3:21])([CH3:20])[CH3:19])=[O:16].[N:22]1[CH:27]=CC=C[CH:23]=1.[C:28](Cl)(=O)C.C(=O)(O)[O-].[Na+].[CH2:37]1[CH2:41]OC[CH2:38]1. Product: [C:18]([O:17][CH:15]([O:16][C:37]([CH3:38])([CH3:41])[CH3:28])[N:22]([CH3:27])[CH3:23])([CH3:19])([CH3:20])[CH3:21]. The catalyst class is: 13. (5) Reactant: [Cl:1][C:2]1[CH:3]=[C:4]([C:8]2[C:17]3[C:12](=[CH:13][CH:14]=[C:15]([C:18]([C:26]4[S:27][CH:28]=[CH:29][C:30]=4[Cl:31])([C:20]4[N:21]([CH3:25])[CH:22]=[N:23][CH:24]=4)[OH:19])[CH:16]=3)[N:11]=[C:10]([O:32]C)[CH:9]=2)[CH:5]=[CH:6][CH:7]=1.Cl. Product: [Cl:1][C:2]1[CH:3]=[C:4]([C:8]2[C:17]3[C:12](=[CH:13][CH:14]=[C:15]([C:18]([C:26]4[S:27][CH:28]=[CH:29][C:30]=4[Cl:31])([OH:19])[C:20]4[N:21]([CH3:25])[CH:22]=[N:23][CH:24]=4)[CH:16]=3)[NH:11][C:10](=[O:32])[CH:9]=2)[CH:5]=[CH:6][CH:7]=1. The catalyst class is: 1.